From a dataset of Forward reaction prediction with 1.9M reactions from USPTO patents (1976-2016). Predict the product of the given reaction. (1) The product is: [I:1][C:2]1[C:10]2[C:5](=[N:6][CH:7]=[C:8]([C:11]3[CH:12]=[CH:13][C:14]([S:17]([CH:20]([CH3:22])[CH3:21])(=[O:19])=[O:18])=[CH:15][CH:16]=3)[N:9]=2)[N:4]([S:38]([C:35]2[CH:36]=[CH:37][C:32]([CH3:42])=[CH:33][CH:34]=2)(=[O:40])=[O:39])[CH:3]=1. Given the reactants [I:1][C:2]1[C:10]2[C:5](=[N:6][CH:7]=[C:8]([C:11]3[CH:16]=[CH:15][C:14]([S:17]([CH:20]([CH3:22])[CH3:21])(=[O:19])=[O:18])=[CH:13][CH:12]=3)[N:9]=2)[NH:4][CH:3]=1.CCN(C(C)C)C(C)C.[C:32]1([CH3:42])[CH:37]=[CH:36][C:35]([S:38](Cl)(=[O:40])=[O:39])=[CH:34][CH:33]=1.O, predict the reaction product. (2) Given the reactants [Br:1][C:2]1[CH:13]=[CH:12][C:5]([CH2:6][CH:7]([C:10]#[N:11])[C:8]#[N:9])=[C:4]([F:14])[CH:3]=1.[H-].[Na+].Br[CH2:18][CH2:19][F:20], predict the reaction product. The product is: [Br:1][C:2]1[CH:13]=[CH:12][C:5]([CH2:6][C:7]([CH2:18][CH2:19][F:20])([C:8]#[N:9])[C:10]#[N:11])=[C:4]([F:14])[CH:3]=1. (3) Given the reactants [F:1][C:2]1[CH:7]=[C:6](B2OC(C)(C)C(C)(C)O2)[CH:5]=[CH:4][C:3]=1[C:17]1[N:18]=[CH:19][C:20]([NH2:23])=[N:21][CH:22]=1.Br[C:25]1[CH:30]=[CH:29][CH:28]=[CH:27][C:26]=1[S:31]([NH:34][CH2:35][CH2:36][OH:37])(=[O:33])=[O:32].C([O-])([O-])=O.[Na+].[Na+].C(Cl)Cl, predict the reaction product. The product is: [NH2:23][C:20]1[N:21]=[CH:22][C:17]([C:3]2[CH:4]=[CH:5][C:6]([C:25]3[C:26]([S:31]([NH:34][CH2:35][CH2:36][OH:37])(=[O:33])=[O:32])=[CH:27][CH:28]=[CH:29][CH:30]=3)=[CH:7][C:2]=2[F:1])=[N:18][CH:19]=1. (4) Given the reactants C1C2C(C[O:15][C:16]([N:18]3[CH2:23][C@H:22]([NH:24][S:25]([C:28]4[CH:33]=[CH:32][CH:31]=[CH:30][C:29]=4[N+:34]([O-:36])=[O:35])(=[O:27])=[O:26])[CH2:21][C@H:20]([C:37](=[O:60])[NH:38][CH2:39][C:40]4([CH2:54][CH2:55][CH2:56][CH2:57][O:58][CH3:59])[C:53]5[CH:52]=[CH:51][CH:50]=[CH:49][C:48]=5[O:47][C:46]5[C:41]4=[CH:42][CH:43]=[CH:44][CH:45]=5)[CH2:19]3)=[O:17])C3C(=CC=CC=3)C=2C=CC=1.[F-].[K+].CCN(CC)CC.[CH3:70][C:71](OC(OC(O[C:71]([CH3:73])([CH3:72])[CH3:70])=O)=O)([CH3:73])[CH3:72], predict the reaction product. The product is: [C:71]([O:15][C:16]([N:18]1[CH2:23][C@H:22]([NH:24][S:25]([C:28]2[CH:33]=[CH:32][CH:31]=[CH:30][C:29]=2[N+:34]([O-:36])=[O:35])(=[O:26])=[O:27])[CH2:21][C@H:20]([C:37](=[O:60])[NH:38][CH2:39][C:40]2([CH2:54][CH2:55][CH2:56][CH2:57][O:58][CH3:59])[C:41]3[CH:42]=[CH:43][CH:44]=[CH:45][C:46]=3[O:47][C:48]3[C:53]2=[CH:52][CH:51]=[CH:50][CH:49]=3)[CH2:19]1)=[O:17])([CH3:73])([CH3:72])[CH3:70]. (5) Given the reactants [F:1][C:2]([F:7])([F:6])[C:3]([CH3:5])=O.[Cl:8][C:9]1[C:10](=[N:15][NH2:16])[NH:11][CH:12]=[CH:13][CH:14]=1, predict the reaction product. The product is: [F:1][C:2]([F:7])([F:6])[C:3](=[N:16][N:15]=[C:10]1[C:9]([Cl:8])=[CH:14][CH:13]=[CH:12][NH:11]1)[CH3:5]. (6) The product is: [Cl:2][Pd:1][Cl:3].[CH:10]1[CH2:9][CH:8]=[CH:7][CH:6]=1.[CH:10]1[CH2:9][CH:8]=[CH:7][CH:6]=1. Given the reactants [Pd:1]([Cl:3])[Cl:2].[Cl-].[Li+].[CH2:6]1[CH:10]2[CH:9]3[CH:8]=[CH:7][CH:6]([CH:9]2[CH:8]=[CH:7]1)[CH2:10]3, predict the reaction product. (7) Given the reactants C(OC([NH:8][CH:9]([C:18](=[O:51])[NH:19][CH2:20][C:21]([CH3:50])([CH3:49])[CH2:22][CH2:23][CH2:24][CH2:25][O:26][C:27]1[CH:32]=[C:31]([O:33]CC2C=CC=CC=2)[C:30]([C:41]2[CH:46]=[CH:45][CH:44]=[CH:43][CH:42]=2)=[CH:29][C:28]=1[CH2:47][CH3:48])[CH2:10][C:11]([O:13]C(C)(C)C)=[O:12])=O)(C)(C)C.C1(OC)C=CC=CC=1.FC(F)(F)C(O)=O.FC(F)(F)S(O)(=O)=O, predict the reaction product. The product is: [NH2:8][CH:9]([C:18](=[O:51])[NH:19][CH2:20][C:21]([CH3:50])([CH3:49])[CH2:22][CH2:23][CH2:24][CH2:25][O:26][C:27]1[C:28]([CH2:47][CH3:48])=[CH:29][C:30]([C:41]2[CH:46]=[CH:45][CH:44]=[CH:43][CH:42]=2)=[C:31]([OH:33])[CH:32]=1)[CH2:10][C:11]([OH:13])=[O:12]. (8) Given the reactants FC(F)(F)S(O[C:7]1[C:11]2[CH2:12][N:13]([C:16](=[O:25])[NH:17][C:18]3[CH:23]=[CH:22][CH:21]=[C:20]([Cl:24])[CH:19]=3)[CH2:14][CH2:15][C:10]=2[NH:9][N:8]=1)(=O)=O.[CH3:28][O:29][C:30]1[CH:35]=[CH:34][C:33](B(O)O)=[CH:32][CH:31]=1.[O-]P([O-])([O-])=O.[K+].[K+].[K+].O, predict the reaction product. The product is: [Cl:24][C:20]1[CH:19]=[C:18]([NH:17][C:16]([N:13]2[CH2:14][CH2:15][C:10]3[NH:9][N:8]=[C:7]([C:33]4[CH:34]=[CH:35][C:30]([O:29][CH3:28])=[CH:31][CH:32]=4)[C:11]=3[CH2:12]2)=[O:25])[CH:23]=[CH:22][CH:21]=1.